From a dataset of Reaction yield outcomes from USPTO patents with 853,638 reactions. Predict the reaction yield, written as a fraction of the theoretical maximum amount of product (1.0 means a 100% yield; for example, 0.34 means a 34% yield). (1) The reactants are [N:1]1[C:9]2[CH2:8][CH:7](C(O)=O)[CH2:6][C:5]=2[CH:4]=[CH:3][CH:2]=1.CC[N:15]([CH2:18]C)CC.[CH3:20][C:21]([OH:24])([CH3:23])[CH3:22].C1C=CC(P(N=[N+]=[N-])(C2C=CC=CC=2)=[O:32])=CC=1. The catalyst is O1CCOCC1. The product is [C:21]([O:24][C:18](=[O:32])[NH:15][CH:7]1[CH2:8][C:9]2[N:1]=[CH:2][CH:3]=[CH:4][C:5]=2[CH2:6]1)([CH3:23])([CH3:22])[CH3:20]. The yield is 0.350. (2) The catalyst is C1COCC1.CCOC(C)=O. The reactants are [H-].[Na+].[Cl:3][C:4]1[CH:9]=[CH:8][C:7]([OH:10])=[CH:6][CH:5]=1.Cl[CH2:12][Sn:13]([CH3:16])([CH3:15])[CH3:14]. The yield is 0.870. The product is [Cl:3][C:4]1[CH:9]=[CH:8][C:7]([O:10][CH2:12][Sn:13]([CH3:16])([CH3:15])[CH3:14])=[CH:6][CH:5]=1.